Task: Predict the reactants needed to synthesize the given product.. Dataset: Retrosynthesis with 50K atom-mapped reactions and 10 reaction types from USPTO (1) Given the product N#Cc1cccc(CN2CC[C@H](N)C2=O)c1, predict the reactants needed to synthesize it. The reactants are: CC(C)(C)OC(=O)N[C@H]1CCN(Cc2cccc(C#N)c2)C1=O. (2) Given the product Cn1cc(-c2ccc(N3CCC(N4CCc5cc(Cl)ccc54)CC3)nn2)cn1, predict the reactants needed to synthesize it. The reactants are: Clc1ccc2c(c1)CCN2.Cn1cc(-c2ccc(N3CCC(=O)CC3)nn2)cn1. (3) Given the product COc1ccc(-c2[nH]nc(C)c2NC(=O)c2ccccc2)cc1, predict the reactants needed to synthesize it. The reactants are: COc1ccc(-c2[nH]nc(C)c2N)cc1.O=C(Cl)c1ccccc1. (4) Given the product Nc1cc(Cl)cc2c1OCC(=O)N2, predict the reactants needed to synthesize it. The reactants are: O=C1COc2c(cc(Cl)cc2[N+](=O)[O-])N1. (5) Given the product c1ccc(CNCCOc2cccc(-c3noc4ccsc34)c2)cc1, predict the reactants needed to synthesize it. The reactants are: BrCCOc1cccc(-c2noc3ccsc23)c1.NCc1ccccc1. (6) Given the product Cc1ccccc1NC(=S)N[C@@H](CCN1CCC(c2cccc(NC(=O)C(C)C)c2)CC1)c1ccccc1, predict the reactants needed to synthesize it. The reactants are: CC(C)C(=O)Nc1cccc(C2CCN(CC[C@H](N)c3ccccc3)CC2)c1.Cc1ccccc1N=C=S. (7) Given the product CCOC(=O)CC1CCN(C(=O)CC[C@H]2O[C@H](c3cccc(OC)c3OC)c3cc(Cl)ccc3-n3c(-c4nn[nH]n4)ccc32)CC1, predict the reactants needed to synthesize it. The reactants are: CCOC(=O)CC1CCNCC1.COc1cccc([C@H]2O[C@H](CCC(=O)O)c3ccc(-c4nn[nH]n4)n3-c3ccc(Cl)cc32)c1OC.